Dataset: Drug-target binding data from BindingDB using Kd measurements. Task: Regression. Given a target protein amino acid sequence and a drug SMILES string, predict the binding affinity score between them. We predict pKd (pKd = -log10(Kd in M); higher means stronger binding). Dataset: bindingdb_kd. The small molecule is COc1cc2ncnc(Nc3ccc(F)c(Cl)c3)c2cc1OCCCN1CCOCC1. The target protein sequence is GEAPNQALLRILKETEFKKIKVLGSGAFGTVYKGLWIPEGEKVKIPVAIKELREATSPKANKEILDEAYVMASVDNPHVCRLLGICLTSTVQLIMQLMPFGCLLDYVREHKDNIGSQYLLNWCVQIAKGMNYLEDRRLVHRDLAARNVLVKTPQHVKITDFGLAKLLGAEEKEYHAEGGKVPIKWMALESILHRIYTHQSDVWSYGVTVWELMTFGSKPYDGIPASEISSILEKGERLPQPPICTIDVYMIMVKCWMIDADSRPKFRELIIEFSKMARDPQRYLVIQGDERMHLPSPTDSNFYRALMDEEDMDDVVDADEYLIPQQG. The pKd is 8.3.